From a dataset of Catalyst prediction with 721,799 reactions and 888 catalyst types from USPTO. Predict which catalyst facilitates the given reaction. (1) Reactant: [CH3:1][C:2]1[CH:6]=[C:5]([N:7]2[N:11]=[N:10][C:9]([C:12]3[CH:17]=[CH:16][CH:15]=[CH:14][CH:13]=3)=[N:8]2)[S:4][C:3]=1[C:18]([OH:20])=O.ON1C2C=CC=CC=2N=N1.CN(C)CCCN=C=NCC.C(N(CC)C(C)C)(C)C.[CH2:51]([NH2:58])[C:52]1[CH:57]=[CH:56][CH:55]=[CH:54][CH:53]=1. Product: [CH2:51]([NH:58][C:18]([C:3]1[S:4][C:5]([N:7]2[N:11]=[N:10][C:9]([C:12]3[CH:13]=[CH:14][CH:15]=[CH:16][CH:17]=3)=[N:8]2)=[CH:6][C:2]=1[CH3:1])=[O:20])[C:52]1[CH:57]=[CH:56][CH:55]=[CH:54][CH:53]=1. The catalyst class is: 204. (2) Reactant: [OH:1][C:2]([C:4]1[C:5]([NH:10][C:11](=[O:36])[C:12]2[CH:17]=[C:16]([CH2:18][C:19]3[C:20](=[O:31])[C:21]([O:29][CH3:30])=[C:22]([O:27][CH3:28])[C:23](=[O:26])[C:24]=3[CH3:25])[CH:15]=[CH:14][C:13]=2[O:32]C(=O)C)=[N:6][CH:7]=[CH:8][CH:9]=1)=[O:3].C(=O)([O-])O.[Na+]. Product: [OH:3][C:2]([C:4]1[C:5]([NH:10][C:11](=[O:36])[C:12]2[CH:17]=[C:16]([CH2:18][C:19]3[C:20](=[O:31])[C:21]([O:29][CH3:30])=[C:22]([O:27][CH3:28])[C:23](=[O:26])[C:24]=3[CH3:25])[CH:15]=[CH:14][C:13]=2[OH:32])=[N:6][CH:7]=[CH:8][CH:9]=1)=[O:1]. The catalyst class is: 240. (3) Reactant: [F:1][C:2]1[C:7]([O:8][CH3:9])=[CH:6][C:5]([O:10][CH3:11])=[C:4]([F:12])[C:3]=1[N:13]1[CH2:22][C:21]2[C:16](=[N:17][C:18]([S:23][CH3:24])=[N:19][CH:20]=2)[N:15]([CH2:25][CH3:26])[C:14]1=[O:27].C1(C2[O:36]N2S(C2C=CC=CC=2)(=O)=O)C=CC=CC=1. Product: [F:12][C:4]1[C:5]([O:10][CH3:11])=[CH:6][C:7]([O:8][CH3:9])=[C:2]([F:1])[C:3]=1[N:13]1[CH2:22][C:21]2[C:16](=[N:17][C:18]([S:23]([CH3:24])=[O:36])=[N:19][CH:20]=2)[N:15]([CH2:25][CH3:26])[C:14]1=[O:27]. The catalyst class is: 22. (4) Product: [C:25]([O:29][C:30](=[O:34])[CH:31]([O:18][CH2:17][C:3]1[CH:4]=[C:5]([S:8]([N:11]2[CH2:12][CH2:13][CH2:14][CH2:15][CH2:16]2)(=[O:10])=[O:9])[CH:6]=[CH:7][C:2]=1[Cl:1])[CH3:32])([CH3:28])([CH3:27])[CH3:26]. The catalyst class is: 10. Reactant: [Cl:1][C:2]1[CH:7]=[CH:6][C:5]([S:8]([N:11]2[CH2:16][CH2:15][CH2:14][CH2:13][CH2:12]2)(=[O:10])=[O:9])=[CH:4][C:3]=1[CH2:17][OH:18].C(=O)([O-])[O-].[Cs+].[Cs+].[C:25]([O:29][C:30](=[O:34])[CH:31](Br)[CH3:32])([CH3:28])([CH3:27])[CH3:26].O. (5) Reactant: [Cl:1][C:2]1[CH:8]=[C:7]([O:9][C:10]2[C:19]3[C:14](=[CH:15][C:16]([O:22][CH3:23])=[C:17]([O:20][CH3:21])[CH:18]=3)[N:13]=[CH:12][N:11]=2)[CH:6]=[CH:5][C:3]=1[NH2:4].C1(C)C=CC=CC=1.C(N(CC)CC)C.Cl[C:39](Cl)([O:41]C(=O)OC(Cl)(Cl)Cl)Cl.[F:50][C:51]1[CH:59]=[CH:58][CH:57]=[CH:56][C:52]=1[CH:53]([OH:55])[CH3:54]. Product: [Cl:1][C:2]1[CH:8]=[C:7]([O:9][C:10]2[C:19]3[C:14](=[CH:15][C:16]([O:22][CH3:23])=[C:17]([O:20][CH3:21])[CH:18]=3)[N:13]=[CH:12][N:11]=2)[CH:6]=[CH:5][C:3]=1[NH:4][C:39](=[O:41])[O:55][CH:53]([C:52]1[CH:56]=[CH:57][CH:58]=[CH:59][C:51]=1[F:50])[CH3:54]. The catalyst class is: 2. (6) The catalyst class is: 6. Product: [F:1][C:2]1[CH:3]=[CH:4][C:5]([C:8]2[C:13]([C:14]([O:16][CH3:17])=[O:15])=[C:12]([CH:18]([CH3:19])[CH3:20])[N:11]=[C:10]([O:21][S:38]([C:35]3[CH:36]=[CH:37][C:32]([CH3:42])=[CH:33][CH:34]=3)(=[O:40])=[O:39])[N:9]=2)=[CH:6][CH:7]=1. Reactant: [F:1][C:2]1[CH:7]=[CH:6][C:5]([C:8]2[C:13]([C:14]([O:16][CH3:17])=[O:15])=[C:12]([CH:18]([CH3:20])[CH3:19])[N:11]=[C:10]([OH:21])[N:9]=2)=[CH:4][CH:3]=1.C(N(CC)CC)C.C(#N)C.[C:32]1([CH3:42])[CH:37]=[CH:36][C:35]([S:38](Cl)(=[O:40])=[O:39])=[CH:34][CH:33]=1.